From a dataset of Forward reaction prediction with 1.9M reactions from USPTO patents (1976-2016). Predict the product of the given reaction. Given the reactants N(C(OCC)=O)=NC(OCC)=O.[OH:13][C@H:14]1[CH2:18][N:17]([C:19]([O:21][C:22]([CH3:25])([CH3:24])[CH3:23])=[O:20])[C@@H:16]([C:26](=[O:41])[NH:27][C:28]2[CH:33]=[CH:32][C:31]([N:34]3[CH2:39][CH2:38][O:37][CH2:36][C:35]3=[O:40])=[CH:30][CH:29]=2)[CH2:15]1.[N+:42]([C:45]1[CH:53]=[CH:52][C:48]([C:49](O)=[O:50])=[CH:47][CH:46]=1)([O-:44])=[O:43].C1(P(C2C=CC=CC=2)C2C=CC=CC=2)C=CC=CC=1, predict the reaction product. The product is: [C:22]([O:21][C:19]([N:17]1[CH2:18][C@@H:14]([O:13][C:49](=[O:50])[C:48]2[CH:47]=[CH:46][C:45]([N+:42]([O-:44])=[O:43])=[CH:53][CH:52]=2)[CH2:15][C@@H:16]1[C:26](=[O:41])[NH:27][C:28]1[CH:33]=[CH:32][C:31]([N:34]2[CH2:39][CH2:38][O:37][CH2:36][C:35]2=[O:40])=[CH:30][CH:29]=1)=[O:20])([CH3:25])([CH3:24])[CH3:23].